From a dataset of Catalyst prediction with 721,799 reactions and 888 catalyst types from USPTO. Predict which catalyst facilitates the given reaction. (1) Reactant: C(OC(=O)[NH:7][CH:8]([C:16](=[O:33])[NH:17][C:18]1([CH:22]([OH:32])[C:23](=[O:31])[NH:24][C:25]2[CH:29]=[CH:28][N:27]([CH3:30])[N:26]=2)[CH2:21][CH2:20][CH2:19]1)[CH2:9][C:10]1([F:15])[CH2:14][CH2:13][CH2:12][CH2:11]1)(C)(C)C.[ClH:35]. Product: [NH2:7][CH:8]([CH2:9][C:10]1([F:15])[CH2:14][CH2:13][CH2:12][CH2:11]1)[C:16]([NH:17][C:18]1([CH:22]([OH:32])[C:23](=[O:31])[NH:24][C:25]2[CH:29]=[CH:28][N:27]([CH3:30])[N:26]=2)[CH2:21][CH2:20][CH2:19]1)=[O:33].[ClH:35]. The catalyst class is: 12. (2) Product: [CH:10]([N:8]1[C:7](=[O:13])[CH:6]=[CH:5][C:4]([C:1](=[O:3])[CH:2]=[N:19][OH:18])=[N:9]1)([CH3:11])[CH3:12]. Reactant: [C:1]([C:4]1[CH:5]=[CH:6][C:7](=[O:13])[N:8]([CH:10]([CH3:12])[CH3:11])[N:9]=1)(=[O:3])[CH3:2].C([O:18][N:19]=O)(C)(C)C.CC(C)([O-])C.Cl. The catalyst class is: 387. (3) Reactant: [F:1][C:2]1[CH:3]=[C:4]([CH:13]=[C:14]([F:17])[C:15]=1[F:16])[CH:5]=[C:6]([C:10](=O)[CH3:11])[C:7](=[O:9])[CH3:8].S(O)(O)(=O)=O.[CH3:23][O:24][C:25](=[NH:27])[NH2:26].C([O-])(O)=O.[Na+]. Product: [CH3:23][O:24][C:25]1[NH:27][CH:5]([C:4]2[CH:13]=[C:14]([F:17])[C:15]([F:16])=[C:2]([F:1])[CH:3]=2)[C:6]([C:7](=[O:9])[CH3:8])=[C:10]([CH3:11])[N:26]=1. The catalyst class is: 8. (4) Reactant: [F:1][CH:2]([F:11])[C:3]1[C:4]([CH3:10])=[C:5]([NH2:9])[CH:6]=[CH:7][CH:8]=1.Cl[C:13](Cl)([O:15]C(=O)OC(Cl)(Cl)Cl)Cl. Product: [F:1][CH:2]([F:11])[C:3]1[C:4]([CH3:10])=[C:5]([N:9]=[C:13]=[O:15])[CH:6]=[CH:7][CH:8]=1. The catalyst class is: 11. (5) Reactant: [CH3:1][C:2]1[O:6][C:5]([C:7]2[CH:12]=[CH:11][CH:10]=[CH:9][CH:8]=2)=[N:4][C:3]=1[CH2:13][CH2:14][OH:15].[Br:16][C:17]1[CH:22]=[CH:21][CH:20]=[C:19](Br)[N:18]=1.[H-].[Na+]. Product: [Br:16][C:17]1[CH:22]=[CH:21][CH:20]=[C:19]([O:15][CH2:14][CH2:13][C:3]2[N:4]=[C:5]([C:7]3[CH:12]=[CH:11][CH:10]=[CH:9][CH:8]=3)[O:6][C:2]=2[CH3:1])[N:18]=1. The catalyst class is: 12. (6) Reactant: [CH3:1][C:2]1[C:10]([CH3:12])([CH3:11])[C:9]2[C:4](=[CH:5][CH:6]=[CH:7][CH:8]=2)[N:3]=1.[Br:13][CH2:14][CH2:15][CH2:16][C:17]([OH:19])=[O:18]. Product: [Br-:13].[C:17]([CH2:16][CH2:15][CH2:14][N+:3]1[C:4]2[C:9](=[CH:8][CH:7]=[CH:6][CH:5]=2)[C:10]([CH3:12])([CH3:11])[C:2]=1[CH3:1])([OH:19])=[O:18]. The catalyst class is: 13. (7) Reactant: CO.O1CCCC1.C([O:15][C:16]1[C:21]([C:22]([NH:24][CH3:25])=[O:23])=[CH:20][CH:19]=[C:18]([O:26][CH3:27])[C:17]=1[CH2:28][CH2:29][N:30]1[CH2:35][CH2:34][CH:33]([N:36]2[C:44]3[C:39](=[CH:40][CH:41]=[C:42]([C:45]([NH2:47])=[O:46])[CH:43]=3)[CH:38]=[CH:37]2)[CH2:32][CH2:31]1)C1C=CC=CC=1. Product: [OH:15][C:16]1[C:21]([C:22]([NH:24][CH3:25])=[O:23])=[CH:20][CH:19]=[C:18]([O:26][CH3:27])[C:17]=1[CH2:28][CH2:29][N:30]1[CH2:35][CH2:34][CH:33]([N:36]2[C:44]3[C:39](=[CH:40][CH:41]=[C:42]([C:45]([NH2:47])=[O:46])[CH:43]=3)[CH:38]=[CH:37]2)[CH2:32][CH2:31]1. The catalyst class is: 45.